From a dataset of NCI-60 drug combinations with 297,098 pairs across 59 cell lines. Regression. Given two drug SMILES strings and cell line genomic features, predict the synergy score measuring deviation from expected non-interaction effect. (1) Drug 1: C1=NC2=C(N=C(N=C2N1C3C(C(C(O3)CO)O)F)Cl)N. Drug 2: C1C(C(OC1N2C=NC3=C2NC=NCC3O)CO)O. Cell line: CCRF-CEM. Synergy scores: CSS=68.3, Synergy_ZIP=-2.20, Synergy_Bliss=-3.85, Synergy_Loewe=-46.9, Synergy_HSA=-3.91. (2) Drug 1: CCC(=C(C1=CC=CC=C1)C2=CC=C(C=C2)OCCN(C)C)C3=CC=CC=C3.C(C(=O)O)C(CC(=O)O)(C(=O)O)O. Drug 2: CC1C(C(CC(O1)OC2CC(OC(C2O)C)OC3=CC4=CC5=C(C(=O)C(C(C5)C(C(=O)C(C(C)O)O)OC)OC6CC(C(C(O6)C)O)OC7CC(C(C(O7)C)O)OC8CC(C(C(O8)C)O)(C)O)C(=C4C(=C3C)O)O)O)O. Cell line: SF-539. Synergy scores: CSS=73.9, Synergy_ZIP=14.3, Synergy_Bliss=14.0, Synergy_Loewe=-32.5, Synergy_HSA=9.61. (3) Drug 1: CS(=O)(=O)C1=CC(=C(C=C1)C(=O)NC2=CC(=C(C=C2)Cl)C3=CC=CC=N3)Cl. Drug 2: CC1OCC2C(O1)C(C(C(O2)OC3C4COC(=O)C4C(C5=CC6=C(C=C35)OCO6)C7=CC(=C(C(=C7)OC)O)OC)O)O. Cell line: MDA-MB-435. Synergy scores: CSS=9.32, Synergy_ZIP=2.42, Synergy_Bliss=6.94, Synergy_Loewe=-11.8, Synergy_HSA=-0.422. (4) Drug 1: CCN(CC)CCCC(C)NC1=C2C=C(C=CC2=NC3=C1C=CC(=C3)Cl)OC. Drug 2: C1CN(CCN1C(=O)CCBr)C(=O)CCBr. Cell line: NCI/ADR-RES. Synergy scores: CSS=21.3, Synergy_ZIP=-11.2, Synergy_Bliss=-8.65, Synergy_Loewe=-8.55, Synergy_HSA=-6.97. (5) Drug 1: C1=CC(=CC=C1C#N)C(C2=CC=C(C=C2)C#N)N3C=NC=N3. Drug 2: C(=O)(N)NO. Cell line: M14. Synergy scores: CSS=4.45, Synergy_ZIP=-1.09, Synergy_Bliss=-3.87, Synergy_Loewe=1.24, Synergy_HSA=-5.34. (6) Drug 1: C1=CC(=CC=C1CCC2=CNC3=C2C(=O)NC(=N3)N)C(=O)NC(CCC(=O)O)C(=O)O. Drug 2: C(CCl)NC(=O)N(CCCl)N=O. Cell line: SK-MEL-28. Synergy scores: CSS=10.5, Synergy_ZIP=-1.63, Synergy_Bliss=2.05, Synergy_Loewe=-7.63, Synergy_HSA=1.36. (7) Drug 1: CC12CCC3C(C1CCC2O)C(CC4=C3C=CC(=C4)O)CCCCCCCCCS(=O)CCCC(C(F)(F)F)(F)F. Drug 2: CC(C)CN1C=NC2=C1C3=CC=CC=C3N=C2N. Cell line: SK-MEL-28. Synergy scores: CSS=-3.76, Synergy_ZIP=4.05, Synergy_Bliss=3.66, Synergy_Loewe=-0.789, Synergy_HSA=-1.61.